From a dataset of Full USPTO retrosynthesis dataset with 1.9M reactions from patents (1976-2016). Predict the reactants needed to synthesize the given product. (1) Given the product [ClH:44].[ClH:64].[C:1]([C:4]1[CH:5]=[N:6][C:7]2[C:12]([C:13]=1[NH:14][C@H:15]1[CH2:20][CH2:19][C@H:18]([NH:21][C:22](=[O:35])[CH:23]([NH2:27])[CH:24]([CH3:26])[CH3:25])[CH2:17][CH2:16]1)=[N:11][C:10]([C:36]1[CH:41]=[C:40]([F:42])[C:39]([OH:43])=[C:38]([Cl:44])[CH:37]=1)=[CH:9][CH:8]=2)(=[O:3])[CH3:2], predict the reactants needed to synthesize it. The reactants are: [C:1]([C:4]1[CH:5]=[N:6][C:7]2[C:12]([C:13]=1[NH:14][C@H:15]1[CH2:20][CH2:19][C@H:18]([NH:21][C:22](=[O:35])[CH:23]([NH:27]C(=O)OC(C)(C)C)[CH:24]([CH3:26])[CH3:25])[CH2:17][CH2:16]1)=[N:11][C:10]([C:36]1[CH:41]=[C:40]([F:42])[C:39]([OH:43])=[C:38]([Cl:44])[CH:37]=1)=[CH:9][CH:8]=2)(=[O:3])[CH3:2].C(O)(C(F)(F)F)=O.C1(N)C(F)=C(F)C(F)=C(N)C=1F.[ClH:64].Cl. (2) The reactants are: I[C:2]1[CH:3]=[N:4][N:5]2[CH:10]=[C:9]([C:11]3[CH:12]=[N:13][N:14]([CH3:16])[CH:15]=3)[CH:8]=[C:7]([O:17][CH2:18][C:19]3[CH:20]=[N:21][CH:22]=[CH:23][CH:24]=3)[C:6]=12.C(N(CC)CC)C.[CH:32]1([C:35]#[CH:36])[CH2:34][CH2:33]1. Given the product [CH:32]1([C:35]#[C:36][C:2]2[CH:3]=[N:4][N:5]3[CH:10]=[C:9]([C:11]4[CH:12]=[N:13][N:14]([CH3:16])[CH:15]=4)[CH:8]=[C:7]([O:17][CH2:18][C:19]4[CH:20]=[N:21][CH:22]=[CH:23][CH:24]=4)[C:6]=23)[CH2:34][CH2:33]1, predict the reactants needed to synthesize it.